Dataset: Full USPTO retrosynthesis dataset with 1.9M reactions from patents (1976-2016). Task: Predict the reactants needed to synthesize the given product. (1) Given the product [NH2:1][C:2]1[N:11]=[C:10]([NH2:12])[C:9]2[C:4](=[CH:5][CH:6]=[C:7]([CH2:13][O:22][C:20](=[O:21])[C:19]3[CH:18]=[C:17]([O:16][CH3:15])[C:25]([O:26][CH3:27])=[C:24]([O:28][CH3:29])[CH:23]=3)[CH:8]=2)[N:3]=1, predict the reactants needed to synthesize it. The reactants are: [NH2:1][C:2]1[N:11]=[C:10]([NH2:12])[C:9]2[C:4](=[CH:5][CH:6]=[C:7]([CH2:13]Br)[CH:8]=2)[N:3]=1.[CH3:15][O:16][C:17]1[CH:18]=[C:19]([CH:23]=[C:24]([O:28][CH3:29])[C:25]=1[O:26][CH3:27])[C:20]([OH:22])=[O:21].C(=O)([O-])[O-].[K+].[K+].[K+].[Br-]. (2) Given the product [Cl:31][C:28]1[CH:27]=[N:26][C:25]([NH:1][CH2:2][C@@H:3]2[C@H:8]([CH3:9])[CH2:7][CH2:6][CH2:5][N:4]2[C:10]([C:12]2[CH:17]=[CH:16][C:15]([CH3:18])=[CH:14][C:13]=2[N:19]2[N:23]=[CH:22][CH:21]=[N:20]2)=[O:11])=[N:30][CH:29]=1, predict the reactants needed to synthesize it. The reactants are: [NH2:1][CH2:2][C@@H:3]1[C@H:8]([CH3:9])[CH2:7][CH2:6][CH2:5][N:4]1[C:10]([C:12]1[CH:17]=[CH:16][C:15]([CH3:18])=[CH:14][C:13]=1[N:19]1[N:23]=[CH:22][CH:21]=[N:20]1)=[O:11].Cl[C:25]1[N:30]=[CH:29][C:28]([Cl:31])=[CH:27][N:26]=1. (3) Given the product [CH2:1]([O:3][C:4](=[O:16])[C:5]1[CH:10]=[CH:9][C:8]([O:11][CH2:23][C:24]2[CH:29]=[CH:28][CH:27]=[CH:26][CH:25]=2)=[C:7]([O:12][C:13](=[O:15])[CH3:14])[CH:6]=1)[CH3:2], predict the reactants needed to synthesize it. The reactants are: [CH2:1]([O:3][C:4](=[O:16])[C:5]1[CH:10]=[CH:9][C:8]([OH:11])=[C:7]([O:12][C:13](=[O:15])[CH3:14])[CH:6]=1)[CH3:2].C(=O)([O-])[O-].[K+].[K+].[CH2:23](Br)[C:24]1[CH:29]=[CH:28][CH:27]=[CH:26][CH:25]=1.Cl. (4) Given the product [C:1]([O:5][C:6](=[O:7])[NH:8][C@H:9]1[CH2:14][CH2:13][C@H:12]([CH2:15][C:21]#[N:22])[CH2:11][CH2:10]1)([CH3:4])([CH3:3])[CH3:2], predict the reactants needed to synthesize it. The reactants are: [C:1]([O:5][C:6]([NH:8][C@H:9]1[CH2:14][CH2:13][C@H:12]([CH2:15]OS(C)(=O)=O)[CH2:11][CH2:10]1)=[O:7])([CH3:4])([CH3:3])[CH3:2].[C-:21]#[N:22].[Na+]. (5) Given the product [CH3:18][O:19][C:13](=[O:15])[C:12]1[CH:11]=[CH:10][C:9]([C:7]#[CH:1])=[CH:17][CH:16]=1, predict the reactants needed to synthesize it. The reactants are: [C:1](=O)([O-])[O-].[K+].[K+].[CH:7]([C:9]1[CH:17]=[CH:16][C:12]([C:13]([OH:15])=O)=[CH:11][CH:10]=1)=O.[CH3:18][OH:19].